This data is from Forward reaction prediction with 1.9M reactions from USPTO patents (1976-2016). The task is: Predict the product of the given reaction. (1) Given the reactants [F:8][C:7]([F:10])([F:9])[C:6](O[C:6](=[O:11])[C:7]([F:10])([F:9])[F:8])=[O:11].[CH2:14]1[C:23]2[C:18](=[CH:19][CH:20]=[CH:21][CH:22]=2)[CH2:17][CH2:16][NH:15]1, predict the reaction product. The product is: [CH2:14]1[C:23]2[C:18](=[CH:19][CH:20]=[CH:21][CH:22]=2)[CH2:17][CH2:16][N:15]1[C:6](=[O:11])[C:7]([F:8])([F:9])[F:10]. (2) Given the reactants Cl[C:2]1[CH:7]=[CH:6][N:5]=[C:4]([S:8][CH3:9])[N:3]=1.C[Si]([C:14]#[CH:15])(C)C, predict the reaction product. The product is: [C:14]([C:2]1[CH:7]=[CH:6][N:5]=[C:4]([S:8][CH3:9])[N:3]=1)#[CH:15]. (3) Given the reactants C([O-])=O.[NH4+:4].[C:5]([O:9][C:10]([N:12]1[CH2:17][CH2:16][C:15](=O)[CH2:14][CH2:13]1)=[O:11])([CH3:8])([CH3:7])[CH3:6].[OH-].[Na+], predict the reaction product. The product is: [C:5]([O:9][C:10]([N:12]1[CH2:17][CH2:16][CH:15]([NH2:4])[CH2:14][CH2:13]1)=[O:11])([CH3:8])([CH3:7])[CH3:6]. (4) The product is: [CH3:16][CH:17]([O:21][C:7]1[C:6]([F:11])([F:12])[C:5]([F:13])([F:14])[C:4]([F:3])([F:15])[C:8]=1[F:9])[CH2:18][CH:19]=[CH2:20]. Given the reactants [OH-].[K+].[F:3][C:4]1([F:15])[C:8]([F:9])=[C:7](F)[C:6]([F:12])([F:11])[C:5]1([F:14])[F:13].[CH3:16][CH:17]([OH:21])[CH2:18][CH:19]=[CH2:20].Cl, predict the reaction product. (5) Given the reactants C(OC([N:8]1[C@@H:12]([CH2:13][N:14]2[CH2:19][CH2:18][CH:17]([C:20](=[O:28])[C:21]3[CH:26]=[CH:25][C:24]([F:27])=[CH:23][CH:22]=3)[CH2:16][CH2:15]2)[CH2:11][O:10]C1(C)C)=O)(C)(C)C.[ClH:31], predict the reaction product. The product is: [ClH:31].[NH2:8][C@H:12]([CH2:11][OH:10])[CH2:13][N:14]1[CH2:15][CH2:16][CH:17]([C:20]([C:21]2[CH:22]=[CH:23][C:24]([F:27])=[CH:25][CH:26]=2)=[O:28])[CH2:18][CH2:19]1. (6) The product is: [F:5][C:6]1[C:11]([CH:12]2[CH2:16][CH2:15][C:14](=[O:17])[O:13]2)=[CH:10][C:9]([N+:1]([O-:4])=[O:2])=[C:8]([NH:18][C:19]([C:21]2[CH:26]=[CH:25][CH:24]=[CH:23][N:22]=2)=[O:20])[CH:7]=1. Given the reactants [N+:1]([O-:4])(O)=[O:2].[F:5][C:6]1[CH:7]=[C:8]([NH:18][C:19]([C:21]2[CH:26]=[CH:25][CH:24]=[CH:23][N:22]=2)=[O:20])[CH:9]=[CH:10][C:11]=1[CH:12]1[CH2:16][CH2:15][C:14](=[O:17])[O:13]1.C(=O)(O)[O-].[Na+], predict the reaction product.